This data is from Reaction yield outcomes from USPTO patents with 853,638 reactions. The task is: Predict the reaction yield, written as a fraction of the theoretical maximum amount of product (1.0 means a 100% yield; for example, 0.34 means a 34% yield). The reactants are COC[CH2:4][C@@H:5]1[CH2:9][N:8]([C:10]2[CH:11]=[CH:12][C:13]3[O:14][CH2:15][C:16](=[O:20])[NH:17][C:18]=3[N:19]=2)[C:7](=[O:21])[CH2:6]1.[O:22]1CCCC1.Cl.C(=O)([O-])O.[Na+]. The catalyst is CO. The product is [OH:22][CH2:4][C@@H:5]1[CH2:9][N:8]([C:10]2[CH:11]=[CH:12][C:13]3[O:14][CH2:15][C:16](=[O:20])[NH:17][C:18]=3[N:19]=2)[C:7](=[O:21])[CH2:6]1. The yield is 0.930.